Dataset: Forward reaction prediction with 1.9M reactions from USPTO patents (1976-2016). Task: Predict the product of the given reaction. (1) Given the reactants [F:1][C:2]([F:30])([F:29])[C:3]1[CH:4]=[C:5]([C:13]([C:15]2[CH:20]=[C:19]([C:21]([F:24])([F:23])[F:22])[CH:18]=[C:17]([C:25]([F:28])([F:27])[F:26])[CH:16]=2)=O)[CH:6]=[C:7]([C:9]([F:12])([F:11])[F:10])[CH:8]=1.[CH:31]([NH2:34])([CH3:33])[CH3:32].CO.[OH-].[Na+], predict the reaction product. The product is: [F:1][C:2]([F:30])([F:29])[C:3]1[CH:4]=[C:5]([CH:13]([C:15]2[CH:20]=[C:19]([C:21]([F:24])([F:23])[F:22])[CH:18]=[C:17]([C:25]([F:28])([F:27])[F:26])[CH:16]=2)[NH:34][CH:31]([CH3:33])[CH3:32])[CH:6]=[C:7]([C:9]([F:12])([F:11])[F:10])[CH:8]=1. (2) Given the reactants C[O:2][C:3](=[O:36])[C:4]1[CH:9]=[CH:8][CH:7]=[CH:6][C:5]=1[NH:10][C:11]1[N:15]([C:16]2[CH:21]=[CH:20][CH:19]=[C:18]([F:22])[C:17]=2[CH3:23])[N:14]=[C:13]([CH3:24])[C:12]=1[C:25]1[CH:26]=[C:27]2[C:32](=[C:33]([F:35])[CH:34]=1)[N:31]=[CH:30][CH:29]=[N:28]2.[OH-].[Na+].Cl, predict the reaction product. The product is: [F:35][C:33]1[CH:34]=[C:25]([C:12]2[C:13]([CH3:24])=[N:14][N:15]([C:16]3[CH:21]=[CH:20][CH:19]=[C:18]([F:22])[C:17]=3[CH3:23])[C:11]=2[NH:10][C:5]2[CH:6]=[CH:7][CH:8]=[CH:9][C:4]=2[C:3]([OH:36])=[O:2])[CH:26]=[C:27]2[C:32]=1[N:31]=[CH:30][CH:29]=[N:28]2.